This data is from Forward reaction prediction with 1.9M reactions from USPTO patents (1976-2016). The task is: Predict the product of the given reaction. (1) Given the reactants [C:1]([O:7][CH2:8][CH3:9])(=[O:6])[CH2:2][C:3]([CH3:5])=O.[N+:10]([C:13]1[CH:20]=[CH:19][CH:18]=[CH:17][C:14]=1[CH:15]=O)([O-:12])=[O:11].[NH4+:21].[OH-:22], predict the reaction product. The product is: [CH3:5][C:3]1[NH:21][C:3]([CH3:5])=[C:2]([C:1]([O:7][CH2:8][CH3:9])=[O:22])[CH:15]([C:14]2[CH:17]=[CH:18][CH:19]=[CH:20][C:13]=2[N+:10]([O-:12])=[O:11])[C:2]=1[C:1]([O:7][CH2:8][CH3:9])=[O:6]. (2) Given the reactants C(O[C:4]([C:6]1[N:7]=[CH:8][C:9]2[C:14]([C:15]=1[OH:16])=[CH:13][CH:12]=[C:11]([NH:17][C:18](=[O:26])[C:19]1[CH:24]=[CH:23][C:22]([F:25])=[CH:21][CH:20]=1)[CH:10]=2)=[O:5])C.[NH2:27][CH2:28][CH2:29][C:30]([OH:32])=[O:31], predict the reaction product. The product is: [F:25][C:22]1[CH:23]=[CH:24][C:19]([C:18]([NH:17][C:11]2[CH:10]=[C:9]3[C:14]([C:15]([OH:16])=[C:6]([C:4]([NH:27][CH2:28][CH2:29][C:30]([OH:32])=[O:31])=[O:5])[N:7]=[CH:8]3)=[CH:13][CH:12]=2)=[O:26])=[CH:20][CH:21]=1. (3) Given the reactants [CH2:1]([NH:8][S:9]([C:12]1[CH:17]=[CH:16][C:15]([CH:18]=O)=[CH:14][CH:13]=1)(=[O:11])=[O:10])[C:2]1[CH:7]=[CH:6][CH:5]=[CH:4][CH:3]=1.[NH2:20][CH2:21][C:22]1[CH:27]=[CH:26][CH:25]=[CH:24][N:23]=1.C(O[BH-](OC(=O)C)OC(=O)C)(=O)C.[Na+], predict the reaction product. The product is: [CH2:1]([NH:8][S:9]([C:12]1[CH:17]=[CH:16][C:15]([CH2:18][NH:20][CH2:21][C:22]2[CH:27]=[CH:26][CH:25]=[CH:24][N:23]=2)=[CH:14][CH:13]=1)(=[O:11])=[O:10])[C:2]1[CH:7]=[CH:6][CH:5]=[CH:4][CH:3]=1.